From a dataset of Catalyst prediction with 721,799 reactions and 888 catalyst types from USPTO. Predict which catalyst facilitates the given reaction. (1) Reactant: [Cl:1][C:2]1[N:7]=[C:6]([C:8]([F:11])([F:10])[F:9])[C:5]([C:12](Cl)=[O:13])=[CH:4][N:3]=1.[CH:15]1([CH2:21][NH2:22])[CH2:20][CH2:19][CH2:18][CH2:17][CH2:16]1.C(N(CC)CC)C. Product: [CH:15]1([CH2:21][NH:22][C:12]([C:5]2[C:6]([C:8]([F:11])([F:10])[F:9])=[N:7][C:2]([Cl:1])=[N:3][CH:4]=2)=[O:13])[CH2:20][CH2:19][CH2:18][CH2:17][CH2:16]1. The catalyst class is: 4. (2) The catalyst class is: 12. Product: [CH2:1]([O:8][C:9]([NH:11][C@H:12]1[CH2:16][CH2:15][N:14]([NH2:17])[C:13]1=[O:25])=[O:10])[C:2]1[CH:7]=[CH:6][CH:5]=[CH:4][CH:3]=1. Reactant: [CH2:1]([O:8][C:9]([NH:11][C@H:12]1[CH2:16][CH2:15][N:14]([NH:17]C(OC(C)(C)C)=O)[C:13]1=[O:25])=[O:10])[C:2]1[CH:7]=[CH:6][CH:5]=[CH:4][CH:3]=1.